Dataset: Catalyst prediction with 721,799 reactions and 888 catalyst types from USPTO. Task: Predict which catalyst facilitates the given reaction. (1) Reactant: [OH:1][CH2:2][CH2:3][C:4]1[C:13]2[C:8](=[CH:9][CH:10]=[CH:11][CH:12]=2)[C:7]([C:14]#[N:15])=[CH:6][CH:5]=1.CC(OI1(OC(C)=O)(OC(C)=O)OC(=O)C2C=CC=CC1=2)=O. Product: [O:1]=[CH:2][CH2:3][C:4]1[C:13]2[C:8](=[CH:9][CH:10]=[CH:11][CH:12]=2)[C:7]([C:14]#[N:15])=[CH:6][CH:5]=1. The catalyst class is: 2. (2) Reactant: [Cl:1][C:2]1[CH:7]=[C:6]([NH:8][C:9]([NH:11][C:12]2[CH:17]=[CH:16][CH:15]=[CH:14][CH:13]=2)=[O:10])[CH:5]=[CH:4][C:3]=1[NH:18]C(=O)C.Cl. Product: [NH3:8].[NH2:18][C:3]1[CH:4]=[CH:5][C:6]([NH:8][C:9]([NH:11][C:12]2[CH:17]=[CH:16][CH:15]=[CH:14][CH:13]=2)=[O:10])=[CH:7][C:2]=1[Cl:1]. The catalyst class is: 8. (3) Reactant: Br[C:2]1[CH:8]=[CH:7][CH:6]=[CH:5][C:3]=1[NH2:4].[C:9]1(B(O)O)[CH2:14][CH2:13][CH2:12][CH2:11][CH:10]=1.C(=O)([O-])[O-].[Na+].[Na+].C1(C)C=CC=CC=1. Product: [C:9]1([C:2]2[CH:8]=[CH:7][CH:6]=[CH:5][C:3]=2[NH2:4])[CH2:14][CH2:13][CH2:12][CH2:11][CH:10]=1. The catalyst class is: 336. (4) Reactant: [NH:1]1[CH2:4][CH:3]([S:5][C:6]2[CH:7]=[C:8]([CH:28]=[C:29]([C:31]([F:34])([F:33])[F:32])[CH:30]=2)[C:9]([N:11]([C:13]2[CH:14]=[N:15][CH:16]=[CH:17][C:18]=2[C:19]2[CH:24]=[CH:23][C:22]([F:25])=[CH:21][C:20]=2[O:26][CH3:27])[CH3:12])=[O:10])[CH2:2]1.[OH:35]OS([O-])=O.[K+].[O-]S([O-])(=S)=O.[Na+].[Na+].CCOC(C)=O.[OH2:54]. Product: [NH:1]1[CH2:4][CH:3]([S:5]([C:6]2[CH:7]=[C:8]([CH:28]=[C:29]([C:31]([F:32])([F:34])[F:33])[CH:30]=2)[C:9]([N:11]([C:13]2[CH:14]=[N:15][CH:16]=[CH:17][C:18]=2[C:19]2[CH:24]=[CH:23][C:22]([F:25])=[CH:21][C:20]=2[O:26][CH3:27])[CH3:12])=[O:10])(=[O:35])=[O:54])[CH2:2]1. The catalyst class is: 5. (5) Reactant: [C:1]1([S:7]([N:10]2[C:14]3[CH:15]=[N:16][C:17]([C:20]#[N:21])=[C:18]([OH:19])[C:13]=3[C:12]3[CH:22]=[C:23]([Br:26])[CH:24]=[N:25][C:11]2=3)(=[O:9])=[O:8])[CH:6]=[CH:5][CH:4]=[CH:3][CH:2]=1.[CH3:27][O:28][CH2:29][CH2:30]O.C1(P(C2C=CC=CC=2)C2C=CC=CC=2)C=CC=CC=1.N(C(OCC)=O)=NC(OCC)=O. Product: [C:1]1([S:7]([N:10]2[C:14]3[CH:15]=[N:16][C:17]([C:20]#[N:21])=[C:18]([O:19][CH2:30][CH2:29][O:28][CH3:27])[C:13]=3[C:12]3[CH:22]=[C:23]([Br:26])[CH:24]=[N:25][C:11]2=3)(=[O:8])=[O:9])[CH:2]=[CH:3][CH:4]=[CH:5][CH:6]=1. The catalyst class is: 39. (6) Reactant: [CH3:1][O:2][C:3]([C:5]1[CH:13]=[C:12]2[C:8]([CH:9]=[CH:10][NH:11]2)=[CH:7][CH:6]=1)=[O:4].Br[CH2:15][CH:16]1[CH2:21][CH2:20][CH2:19][CH2:18][CH2:17]1.[H-].[Na+].Cl. Product: [CH3:1][O:2][C:3]([C:5]1[CH:13]=[C:12]2[C:8]([CH:9]=[CH:10][N:11]2[CH2:15][CH:16]2[CH2:21][CH2:20][CH2:19][CH2:18][CH2:17]2)=[CH:7][CH:6]=1)=[O:4]. The catalyst class is: 9.